Dataset: Full USPTO retrosynthesis dataset with 1.9M reactions from patents (1976-2016). Task: Predict the reactants needed to synthesize the given product. (1) Given the product [C:1]([N:4]1[C:12]2[C:7](=[CH:8][C:9]([NH2:13])=[CH:10][CH:11]=2)[C:6]([NH:16][C:17](=[O:19])[CH3:18])=[N:5]1)(=[O:3])[CH3:2], predict the reactants needed to synthesize it. The reactants are: [C:1]([N:4]1[C:12]2[C:7](=[CH:8][C:9]([N+:13]([O-])=O)=[CH:10][CH:11]=2)[C:6]([NH:16][C:17](=[O:19])[CH3:18])=[N:5]1)(=[O:3])[CH3:2]. (2) Given the product [NH2:1][C:2]1[N:3]([CH3:27])[C:4](=[O:26])[C:5]([C:18]2[CH:23]=[CH:22][C:21]([F:24])=[C:20]([C:29]#[C:30][CH2:31][CH3:32])[CH:19]=2)([C:7]2[CH:12]=[CH:11][C:10]([O:13][CH:14]([F:16])[F:15])=[C:9]([CH3:17])[CH:8]=2)[N:6]=1, predict the reactants needed to synthesize it. The reactants are: [NH2:1][C:2]1[N:3]([CH3:27])[C:4](=[O:26])[C:5]([C:18]2[CH:23]=[CH:22][C:21]([F:24])=[C:20](Br)[CH:19]=2)([C:7]2[CH:12]=[CH:11][C:10]([O:13][CH:14]([F:16])[F:15])=[C:9]([CH3:17])[CH:8]=2)[N:6]=1.N1[CH2:32][CH2:31][CH2:30][CH2:29]1. (3) Given the product [OH:13][C@H:12]([C:3]1[CH:4]=[CH:5][C:6]2[C:7](=[O:11])[O:8][CH2:9][C:10]=2[C:2]=1[CH3:1])[CH2:14][N:18]1[CH2:19][CH2:20][NH:15][C:16](=[O:21])[CH2:17]1, predict the reactants needed to synthesize it. The reactants are: [CH3:1][C:2]1[C:10]2[CH2:9][O:8][C:7](=[O:11])[C:6]=2[CH:5]=[CH:4][C:3]=1[C@@H:12]1[CH2:14][O:13]1.[NH:15]1[CH2:20][CH2:19][NH:18][CH2:17][C:16]1=[O:21]. (4) Given the product [C:3]1([CH3:12])[CH:8]=[CH:7][C:6]([S:9]([OH:11])=[O:10])=[CH:5][CH:4]=1, predict the reactants needed to synthesize it. The reactants are: Cl.[Na+].[C:3]1([CH3:12])[CH:8]=[CH:7][C:6]([S:9]([O-:11])=[O:10])=[CH:5][CH:4]=1.